From a dataset of Full USPTO retrosynthesis dataset with 1.9M reactions from patents (1976-2016). Predict the reactants needed to synthesize the given product. Given the product [Br:1][C:2]1[C:3]([N:24]2[CH2:28][CH2:27][C@@H:26]([OH:29])[CH2:25]2)=[N:4][CH:5]=[C:6]([CH:22]=1)[C:7]([NH:9][C:10]1[CH:15]=[CH:14][C:13]([S:16]([C:18]([F:21])([F:20])[F:19])=[O:17])=[CH:12][CH:11]=1)=[O:8], predict the reactants needed to synthesize it. The reactants are: [Br:1][C:2]1[C:3](Cl)=[N:4][CH:5]=[C:6]([CH:22]=1)[C:7]([NH:9][C:10]1[CH:15]=[CH:14][C:13]([S:16]([C:18]([F:21])([F:20])[F:19])=[O:17])=[CH:12][CH:11]=1)=[O:8].[NH:24]1[CH2:28][CH2:27][C@@H:26]([OH:29])[CH2:25]1.